From a dataset of Catalyst prediction with 721,799 reactions and 888 catalyst types from USPTO. Predict which catalyst facilitates the given reaction. (1) Reactant: [CH2:1]([O:19][C:20]1[CH:21]=[C:22]([CH:26]=[C:27]([O:29][CH2:30][CH2:31][CH2:32][CH2:33][CH2:34][CH2:35][CH2:36][CH2:37]/[CH:38]=[CH:39]\[CH2:40]/[CH:41]=[CH:42]\[CH2:43][CH2:44][CH2:45][CH2:46][CH3:47])[N:28]=1)[C:23](O)=[O:24])[CH2:2][CH2:3][CH2:4][CH2:5][CH2:6][CH2:7][CH2:8]/[CH:9]=[CH:10]\[CH2:11]/[CH:12]=[CH:13]\[CH2:14][CH2:15][CH2:16][CH2:17][CH3:18].[H-].[Al+3].[Li+].[H-].[H-].[H-]. Product: [CH2:30]([O:29][C:27]1[CH:26]=[C:22]([CH2:23][OH:24])[CH:21]=[C:20]([O:19][CH2:1][CH2:2][CH2:3][CH2:4][CH2:5][CH2:6][CH2:7][CH2:8]/[CH:9]=[CH:10]\[CH2:11]/[CH:12]=[CH:13]\[CH2:14][CH2:15][CH2:16][CH2:17][CH3:18])[N:28]=1)[CH2:31][CH2:32][CH2:33][CH2:34][CH2:35][CH2:36][CH2:37]/[CH:38]=[CH:39]\[CH2:40]/[CH:41]=[CH:42]\[CH2:43][CH2:44][CH2:45][CH2:46][CH3:47]. The catalyst class is: 1. (2) Reactant: CO[C:3]1[CH:7]=[CH:6][S:5][C:4]=1OC.[Cl:10][CH2:11][CH:12]([OH:15])[CH2:13][OH:14].C1(C)C=CC(S(O)(=O)=O)=CC=1. Product: [Cl:10][CH2:11][CH:12]1[O:15][C:3]2=[CH:4][S:5][CH:6]=[C:7]2[O:14][CH2:13]1. The catalyst class is: 11. (3) Reactant: CO[C:3](=[C:14]([C:17]#[N:18])[C:15]#[N:16])[CH2:4][C:5]1[CH:10]=[CH:9][CH:8]=[C:7]([N+:11]([O-:13])=[O:12])[CH:6]=1.[NH2:19][NH2:20]. Product: [N+:11]([C:7]1[CH:6]=[C:5]([CH:10]=[CH:9][CH:8]=1)[CH2:4][C:3]1[C:14]([C:15]#[N:16])=[C:17]([NH2:18])[NH:20][N:19]=1)([O-:13])=[O:12]. The catalyst class is: 14. (4) Reactant: [NH2:1][C:2]1[CH:3]=[C:4]([O:10][CH3:11])[C:5]([O:8][CH3:9])=[CH:6][CH:7]=1.[Br-:12].[Br-].[Br-].C([N+](CCCC)(CCCC)CCCC)CCC.C([N+](CCCC)(CCCC)CCCC)CCC.C([N+](CCCC)(CCCC)CCCC)CCC. Product: [Br:12][C:7]1[CH:6]=[C:5]([O:8][CH3:9])[C:4]([O:10][CH3:11])=[CH:3][C:2]=1[NH2:1]. The catalyst class is: 98.